Task: Regression/Classification. Given a drug SMILES string, predict its absorption, distribution, metabolism, or excretion properties. Task type varies by dataset: regression for continuous measurements (e.g., permeability, clearance, half-life) or binary classification for categorical outcomes (e.g., BBB penetration, CYP inhibition). Dataset: rlm.. Dataset: Rat liver microsome stability data (1) The molecule is C=C(C)[C@@H]1CC[C@]2(CNCCNCCO)CC[C@]3(C)[C@H](CC[C@@H]4[C@@]5(C)CC=C(c6ccc(C(=O)O)cc6)C(C)(C)[C@@H]5CC[C@]43C)[C@@H]12. The result is 0 (unstable in rat liver microsomes). (2) The molecule is NC(=O)C1CCN(c2ncc(Br)s2)CC1. The result is 0 (unstable in rat liver microsomes). (3) The drug is CCOC(=O)[C@H]1CCCC[C@H](NC(=O)C=Cc2cc(Cl)ccc2-n2cnnn2)c2cc(ccn2)-c2ccc(NC(=O)OC)cc2N1. The result is 0 (unstable in rat liver microsomes).